Dataset: Forward reaction prediction with 1.9M reactions from USPTO patents (1976-2016). Task: Predict the product of the given reaction. (1) Given the reactants O[C:2]([C:5]1[CH:6]=[CH:7][C:8]([S:11]([NH2:14])(=[O:13])=[O:12])=[N:9][CH:10]=1)([CH3:4])[CH3:3], predict the reaction product. The product is: [C:2]([C:5]1[CH:6]=[CH:7][C:8]([S:11]([NH2:14])(=[O:13])=[O:12])=[N:9][CH:10]=1)([CH3:4])=[CH2:3]. (2) Given the reactants Br[CH2:2]/[CH:3]=[CH:4]/[C:5]([O:7][CH3:8])=[O:6].C(N(CC)CC)C.[CH2:16]([NH:23][CH2:24][CH2:25][NH:26][CH2:27][C:28]1[CH:33]=[CH:32][CH:31]=[CH:30][CH:29]=1)[C:17]1[CH:22]=[CH:21][CH:20]=[CH:19][CH:18]=1, predict the reaction product. The product is: [CH2:16]([N:23]1[CH2:24][CH2:25][N:26]([CH2:27][C:28]2[CH:33]=[CH:32][CH:31]=[CH:30][CH:29]=2)[CH2:2][CH:3]1[CH2:4][C:5]([O:7][CH3:8])=[O:6])[C:17]1[CH:18]=[CH:19][CH:20]=[CH:21][CH:22]=1. (3) Given the reactants C([O:3][C:4](=[O:19])[C:5]1[CH:10]=[C:9]([CH2:11][N:12]2[CH2:17][CH2:16][O:15][CH2:14][CH2:13]2)[CH:8]=[CH:7][C:6]=1[NH2:18])C.[OH-].[Li+:21].O, predict the reaction product. The product is: [NH2:18][C:6]1[CH:7]=[CH:8][C:9]([CH2:11][N:12]2[CH2:13][CH2:14][O:15][CH2:16][CH2:17]2)=[CH:10][C:5]=1[C:4]([O-:19])=[O:3].[Li+:21]. (4) Given the reactants Br[CH2:2][C:3]1[CH:8]=[CH:7][C:6]([CH2:9][C:10]([OH:12])=[O:11])=[CH:5][CH:4]=1.C1N2CN3CN(C2)CN1C3.Cl.C(Cl)Cl.C([OH:29])C, predict the reaction product. The product is: [CH:2]([C:3]1[CH:8]=[CH:7][C:6]([CH2:9][C:10]([OH:12])=[O:11])=[CH:5][CH:4]=1)=[O:29]. (5) Given the reactants [NH2:1][C:2]1[CH:3]=[C:4]([S:9]([N:12]2[C:18](=[O:19])/[C:17](=[CH:20]/[C:21]3[CH:26]=[C:25]([Cl:27])[CH:24]=[CH:23][C:22]=3[O:28][CH3:29])/[CH2:16][NH:15][C:14](=[O:30])[CH2:13]2)(=[O:11])=[O:10])[CH:5]=[CH:6][C:7]=1[Cl:8], predict the reaction product. The product is: [NH2:1][C:2]1[CH:3]=[C:4]([S:9]([N:12]2[C:18](=[O:19])[CH:17]([CH2:20][C:21]3[CH:26]=[C:25]([Cl:27])[CH:24]=[CH:23][C:22]=3[O:28][CH3:29])[CH2:16][NH:15][C:14](=[O:30])[CH2:13]2)(=[O:11])=[O:10])[CH:5]=[CH:6][C:7]=1[Cl:8]. (6) Given the reactants [CH:1]([N:4]([C:8]1[CH:13]=[CH:12][C:11]2[O:14][CH2:15][O:16][C:10]=2[CH:9]=1)[C:5]([NH2:7])=[O:6])([CH3:3])[CH3:2].[O:17]1[C:22]2[CH:23]=[CH:24][C:25]([CH:27]=O)=[CH:26][C:21]=2[O:20][CH2:19][CH2:18]1, predict the reaction product. The product is: [CH:1]([N:4]1[C:8]2[C:13](=[CH:12][C:11]3[O:14][CH2:15][O:16][C:10]=3[CH:9]=2)[CH:27]([C:25]2[CH:24]=[CH:23][C:22]3[O:17][CH2:18][CH2:19][O:20][C:21]=3[CH:26]=2)[NH:7][C:5]1=[O:6])([CH3:3])[CH3:2]. (7) Given the reactants [C:1]1([S:11]([N:14]2[CH:18]([C:19](O)=[O:20])[CH2:17][CH:16]3[CH2:22][CH2:23][CH2:24][CH:15]23)(=[O:13])=[O:12])[C:10]2[C:5](=[CH:6][CH:7]=[CH:8][CH:9]=2)[CH:4]=[CH:3][CH:2]=1.ClC(OCC)=O.C(N1CCOCC1)C.C[Si]([NH:43][OH:44])(C)C, predict the reaction product. The product is: [OH:44][NH:43][C:19]([CH:18]1[N:14]([S:11]([C:1]2[C:10]3[C:5](=[CH:6][CH:7]=[CH:8][CH:9]=3)[CH:4]=[CH:3][CH:2]=2)(=[O:13])=[O:12])[CH:15]2[CH2:24][CH2:23][CH2:22][CH:16]2[CH2:17]1)=[O:20]. (8) Given the reactants [F:1][C:2]1[CH:3]=[CH:4][C:5]2[N:9]=[C:8]([C:10]3[CH:11]=[CH:12][C:13]([N:16]4[CH2:21][CH2:20][CH:19]([O:22][C@H:23]5[CH2:28][CH2:27][C@H:26]([CH2:29][C:30]([OH:32])=[O:31])[CH2:25][CH2:24]5)[CH2:18][CH2:17]4)=[N:14][CH:15]=3)[NH:7][C:6]=2[CH:33]=1.[F:34]C1C(F)=CC2NC(C3C=NC(F)=CC=3)=NC=2C=1.N1CCC(O[C@H]2CC[C@H](CC(OC)=O)CC2)CC1, predict the reaction product. The product is: [F:34][C:3]1[C:2]([F:1])=[CH:33][C:6]2[NH:7][C:8]([C:10]3[CH:11]=[CH:12][C:13]([N:16]4[CH2:21][CH2:20][CH:19]([O:22][C@H:23]5[CH2:24][CH2:25][C@H:26]([CH2:29][C:30]([OH:32])=[O:31])[CH2:27][CH2:28]5)[CH2:18][CH2:17]4)=[N:14][CH:15]=3)=[N:9][C:5]=2[CH:4]=1. (9) Given the reactants [CH3:1][C@H:2]1[CH2:6][CH2:5][CH2:4][N:3]1[C:7]([C:9]1[N:10]=[C:11]([C:14]([O:16]CC)=O)[S:12][CH:13]=1)=[O:8].[NH2:19][CH2:20][C:21]([CH3:24])([OH:23])[CH3:22], predict the reaction product. The product is: [OH:23][C:21]([CH3:24])([CH3:22])[CH2:20][NH:19][C:14]([C:11]1[S:12][CH:13]=[C:9]([C:7]([N:3]2[CH2:4][CH2:5][CH2:6][C@@H:2]2[CH3:1])=[O:8])[N:10]=1)=[O:16]. (10) Given the reactants [I:1][C:2]1[CH:3]=[CH:4][C:5]2[N:6]([CH:8]=[C:9]([C:11]3[CH:18]=[CH:17][C:14]([CH:15]=[O:16])=[CH:13][CH:12]=3)[N:10]=2)[CH:7]=1.[CH3:19][Mg]Br.[Cl-].[NH4+].O, predict the reaction product. The product is: [I:1][C:2]1[CH:3]=[CH:4][C:5]2[N:6]([CH:8]=[C:9]([C:11]3[CH:18]=[CH:17][C:14]([CH:15]([OH:16])[CH3:19])=[CH:13][CH:12]=3)[N:10]=2)[CH:7]=1.